From a dataset of Full USPTO retrosynthesis dataset with 1.9M reactions from patents (1976-2016). Predict the reactants needed to synthesize the given product. (1) The reactants are: [C:1]([OH:14])(=[O:13])[CH2:2][CH2:3][CH2:4][CH2:5][CH2:6][CH2:7][CH2:8][CH2:9][CH2:10][CH2:11][CH3:12].O.[CH3:16][CH:17]([CH3:21])[CH2:18][CH2:19]O. Given the product [C:1]([O:14][CH2:19][CH2:18][CH:17]([CH3:21])[CH3:16])(=[O:13])[CH2:2][CH2:3][CH2:4][CH2:5][CH2:6][CH2:7][CH2:8][CH2:9][CH2:10][CH2:11][CH3:12], predict the reactants needed to synthesize it. (2) Given the product [CH2:34]([N:33]([CH2:36][CH3:37])[CH2:32][CH2:31][O:30][C:26]1[CH:25]=[C:24]([NH:23][C:19]2[N:18]=[C:17]([C:16]3[C:8]([C:4]4[CH:3]=[C:2]([NH:1][C:44](=[O:45])[CH2:43][C:39]5[S:38][CH:42]=[CH:41][CH:40]=5)[CH:7]=[CH:6][CH:5]=4)=[N:9][N:10]4[CH:15]=[CH:14][CH:13]=[CH:12][C:11]=34)[CH:22]=[CH:21][N:20]=2)[CH:29]=[CH:28][CH:27]=1)[CH3:35], predict the reactants needed to synthesize it. The reactants are: [NH2:1][C:2]1[CH:3]=[C:4]([C:8]2[C:16]([C:17]3[CH:22]=[CH:21][N:20]=[C:19]([NH:23][C:24]4[CH:29]=[CH:28][CH:27]=[C:26]([O:30][CH2:31][CH2:32][N:33]([CH2:36][CH3:37])[CH2:34][CH3:35])[CH:25]=4)[N:18]=3)=[C:11]3[CH:12]=[CH:13][CH:14]=[CH:15][N:10]3[N:9]=2)[CH:5]=[CH:6][CH:7]=1.[S:38]1[CH:42]=[CH:41][CH:40]=[C:39]1[CH2:43][C:44](Cl)=[O:45].